From a dataset of Reaction yield outcomes from USPTO patents with 853,638 reactions. Predict the reaction yield, written as a fraction of the theoretical maximum amount of product (1.0 means a 100% yield; for example, 0.34 means a 34% yield). (1) The reactants are [CH2:1]([O:4][N:5]1[C:11](=[O:12])[N:10]2[CH2:13][C@H:6]1[C:7]([CH3:17])=[CH:8][C@@H:9]2[C:14]([OH:16])=O)[CH:2]=[CH2:3].[CH3:18][O:19][C:20]1[CH:45]=[CH:44][C:23]([CH2:24][O:25][C:26]2[C:31]([O:32][CH2:33][C:34]3[CH:39]=[CH:38][C:37]([O:40][CH3:41])=[CH:36][CH:35]=3)=[CH:30][N:29]=[C:28]([CH2:42][NH2:43])[CH:27]=2)=[CH:22][CH:21]=1.F[P-](F)(F)(F)(F)F.N1(OC(N(C)C)=[N+](C)C)C2N=CC=CC=2N=N1.C(N(CC)C(C)C)(C)C. The catalyst is CN(C=O)C.C(OCC)(=O)C. The product is [CH2:1]([O:4][N:5]1[C:11](=[O:12])[N:10]2[CH2:13][C@H:6]1[C:7]([CH3:17])=[CH:8][C@H:9]2[C:14]([NH:43][CH2:42][C:28]1[CH:27]=[C:26]([O:25][CH2:24][C:23]2[CH:22]=[CH:21][C:20]([O:19][CH3:18])=[CH:45][CH:44]=2)[C:31]([O:32][CH2:33][C:34]2[CH:35]=[CH:36][C:37]([O:40][CH3:41])=[CH:38][CH:39]=2)=[CH:30][N:29]=1)=[O:16])[CH:2]=[CH2:3]. The yield is 0.360. (2) The reactants are [B-](F)(F)(F)F.CN(C(ON1C(=O)C=CC=C1)=[N+](C)C)C.[Cl:21][C:22]1[CH:44]=[C:43]([F:45])[C:42]([C:46]2[CH:51]=[CH:50][CH:49]=[CH:48][N:47]=2)=[CH:41][C:23]=1[C:24]([NH:26][C:27]1[N:31]([C:32]2[CH:37]=[CH:36][CH:35]=[CH:34][CH:33]=2)[N:30]=[C:29]([C:38]([OH:40])=O)[CH:28]=1)=[O:25].C(N(CC)C(C)C)(C)C.[CH2:61]([CH2:63][NH2:64])[OH:62]. The catalyst is CN(C=O)C. The product is [Cl:21][C:22]1[CH:44]=[C:43]([F:45])[C:42]([C:46]2[CH:51]=[CH:50][CH:49]=[CH:48][N:47]=2)=[CH:41][C:23]=1[C:24]([NH:26][C:27]1[N:31]([C:32]2[CH:37]=[CH:36][CH:35]=[CH:34][CH:33]=2)[N:30]=[C:29]([C:38]([NH:64][CH2:63][CH2:61][OH:62])=[O:40])[CH:28]=1)=[O:25]. The yield is 0.480. (3) The reactants are Br[C:2]1[CH:3]=[CH:4][C:5]2[NH:6][C:7]3[C:12]([C:13]=2[CH:14]=1)=[CH:11][CH:10]=[CH:9][CH:8]=3.[CH:15]1[C:23]2[C:22]3[CH:24]=[CH:25][CH:26]=[CH:27][C:21]=3[S:20][C:19]=2[C:18](B(O)O)=[CH:17][CH:16]=1.C1(C)C=CC=CC=1P(C1C=CC=CC=1C)C1C=CC=CC=1C.C(=O)([O-])[O-].[K+].[K+]. The catalyst is C([O-])(=O)C.[Pd+2].C([O-])(=O)C.C(O)C.C1(C)C=CC=CC=1. The product is [CH:15]1[C:23]2[C:22]3[CH:24]=[CH:25][CH:26]=[CH:27][C:21]=3[S:20][C:19]=2[C:18]([C:2]2[CH:3]=[CH:4][C:5]3[NH:6][C:7]4[C:12]([C:13]=3[CH:14]=2)=[CH:11][CH:10]=[CH:9][CH:8]=4)=[CH:17][CH:16]=1. The yield is 0.320. (4) The reactants are [C:1]([C:3]1[CH:8]=[CH:7][CH:6]=[CH:5][C:4]=1[C:9]1[CH:14]=[CH:13][C:12]([CH2:15][CH:16]([C:22](=O)[CH2:23][CH2:24][CH3:25])[C:17](OCC)=[O:18])=[C:11]([F:27])[CH:10]=1)#[N:2].[O:28]1[C:32]2([CH2:37][CH2:36][CH:35]([NH:38][C:39]3[NH:43][C:42]([CH3:44])=[N:41][N:40]=3)[CH2:34][CH2:33]2)[O:31][CH2:30][CH2:29]1. No catalyst specified. The product is [O:28]1[C:32]2([CH2:33][CH2:34][CH:35]([N:38]3[C:17](=[O:18])[C:16]([CH2:15][C:12]4[CH:13]=[CH:14][C:9]([C:4]5[C:3]([C:1]#[N:2])=[CH:8][CH:7]=[CH:6][CH:5]=5)=[CH:10][C:11]=4[F:27])=[C:22]([CH2:23][CH2:24][CH3:25])[N:40]4[N:41]=[C:42]([CH3:44])[N:43]=[C:39]34)[CH2:36][CH2:37]2)[O:31][CH2:30][CH2:29]1. The yield is 0.280. (5) The reactants are [OH:1][CH2:2][CH2:3][C:4]1[CH:12]=[CH:11][CH:10]=[C:9]2[C:5]=1[CH2:6][C:7](=[O:13])[NH:8]2.[CH3:14][C:15]1[C:19]([C:20]([N:22]2[CH2:27][CH2:26][N:25]([CH3:28])[CH2:24][CH2:23]2)=[O:21])=[C:18]([CH3:29])[NH:17][C:16]=1[CH:30]=O. No catalyst specified. The product is [CH3:14][C:15]1[C:19]([C:20]([N:22]2[CH2:23][CH2:24][N:25]([CH3:28])[CH2:26][CH2:27]2)=[O:21])=[C:18]([CH3:29])[NH:17][C:16]=1[CH:30]=[C:6]1[C:5]2[C:9](=[CH:10][CH:11]=[CH:12][C:4]=2[CH2:3][CH2:2][OH:1])[NH:8][C:7]1=[O:13]. The yield is 0.550. (6) The reactants are [C:1]1([S:7]([CH2:10][F:11])(=[O:9])=[O:8])[CH:6]=[CH:5][CH:4]=[CH:3][CH:2]=1.P(Cl)(=O)(OCC)OCC.O1CCCC1.C[Si](C)(C)[N-][Si](C)(C)C.[Li+].O=[C:37]1[CH2:40][N:39]([C:41]([O:43][C:44]([CH3:47])([CH3:46])[CH3:45])=[O:42])[CH2:38]1.[Cl-].[NH4+]. The catalyst is CCOC(C)=O. The product is [F:11][C:10](=[C:37]1[CH2:38][N:39]([C:41]([O:43][C:44]([CH3:47])([CH3:46])[CH3:45])=[O:42])[CH2:40]1)[S:7]([C:1]1[CH:2]=[CH:3][CH:4]=[CH:5][CH:6]=1)(=[O:9])=[O:8]. The yield is 0.775. (7) The yield is 0.964. The catalyst is CO.[Ni]. The reactants are [CH3:1][O:2][C:3]1[C:12]([N+:13]([O-])=O)=[CH:11][CH:10]=[CH:9][C:4]=1[C:5]([O:7][CH3:8])=[O:6]. The product is [NH2:13][C:12]1[C:3]([O:2][CH3:1])=[C:4]([CH:9]=[CH:10][CH:11]=1)[C:5]([O:7][CH3:8])=[O:6].